Dataset: Catalyst prediction with 721,799 reactions and 888 catalyst types from USPTO. Task: Predict which catalyst facilitates the given reaction. (1) Reactant: [F:1][C:2]1[CH:3]=[C:4]2[C:9](=[CH:10][CH:11]=1)[N:8]=[CH:7][CH:6]=[C:5]2[N:12]1[CH2:17][CH2:16][C:15]([CH2:19][C:20]([OH:22])=O)([CH3:18])[CH2:14][CH2:13]1.C1CN([P+](ON2N=[N:47][C:42]3[CH:43]=[CH:44][CH:45]=[CH:46][C:41]2=3)(N2CCCC2)N2CCCC2)CC1.F[P-](F)(F)(F)(F)F.[CH3:56]CN(C(C)C)C(C)C. Product: [F:1][C:2]1[CH:3]=[C:4]2[C:9](=[CH:10][CH:11]=1)[N:8]=[CH:7][CH:6]=[C:5]2[N:12]1[CH2:13][CH2:14][C:15]([CH2:19][C:20]([NH:47][C:42]2([CH3:56])[CH2:41][CH2:46][CH2:45][CH2:44][CH2:43]2)=[O:22])([CH3:18])[CH2:16][CH2:17]1. The catalyst class is: 3. (2) Reactant: [NH2:1][C:2]1[C:11]([S:12]CC2C=CC=CC=2)=[CH:10][C:5]([C:6]([O:8][CH3:9])=[O:7])=[C:4]([NH:20][C:21]2[CH:26]=[CH:25][CH:24]=[CH:23][C:22]=2[Cl:27])[C:3]=1[F:28].Cl.[N:30]([O-])=O.[Na+].C([O-])(O)=O.[Na+]. Product: [F:28][C:3]1[C:2]2[N:1]=[N:30][S:12][C:11]=2[CH:10]=[C:5]([C:6]([O:8][CH3:9])=[O:7])[C:4]=1[NH:20][C:21]1[CH:26]=[CH:25][CH:24]=[CH:23][C:22]=1[Cl:27]. The catalyst class is: 86. (3) Reactant: [CH3:1][CH2:2][C@H:3]1[O:18][C:16](=[O:17])[C@H:15]([CH3:19])[C@@H:14]([O:20][C@@H:21]2[O:26][C@@H:25]([CH3:27])[C@H:24]([OH:28])[C@@:23]([O:30][CH3:31])([CH3:29])[CH2:22]2)[C@H:13]([CH3:32])[C@@H:12]([O:33][C@@H:34]2[O:39][C@H:38]([CH3:40])[CH2:37][C@H:36]([N:41]([CH3:43])[CH3:42])[C@H:35]2[OH:44])[C@@:11](O)([CH3:45])[CH2:10][C@@H:9]([CH3:47])[C:7](=[O:8])[C@H:6]([CH3:48])[C@@H:5]([OH:49])[C@@:4]1([OH:51])[CH3:50].C(=O)([O-])O.[Na+]. Product: [CH3:1][CH2:2][C@H:3]1[O:18][C:16](=[O:17])[C@H:15]([CH3:19])[C@@H:14]([O:20][C@@H:21]2[O:26][C@@H:25]([CH3:27])[C@H:24]([OH:28])[C@@:23]([O:30][CH3:31])([CH3:29])[CH2:22]2)[C@H:13]([CH3:32])[C@@H:12]([O:33][C@@H:34]2[O:39][C@H:38]([CH3:40])[CH2:37][C@H:36]([N:41]([CH3:42])[CH3:43])[C@H:35]2[OH:44])[C@:11]2([CH3:45])[O:8][C:7](=[C:9]([CH3:47])[CH2:10]2)[C@H:6]([CH3:48])[C@@H:5]([OH:49])[C@@:4]1([OH:51])[CH3:50]. The catalyst class is: 15. (4) Reactant: C(OC([NH:8][C:9]1[CH:14]=[CH:13][CH:12]=[CH:11][C:10]=1[NH:15][C:16]([C:18]1[CH:19]=[CH:20][C:21]([C:24]2[CH:25]=[N:26][CH:27]=[CH:28][CH:29]=2)=[N:22][CH:23]=1)=[O:17])=O)(C)(C)C.Cl. Product: [NH2:8][C:9]1[CH:14]=[CH:13][CH:12]=[CH:11][C:10]=1[NH:15][C:16]([C:18]1[CH:19]=[CH:20][C:21]([C:24]2[CH:25]=[N:26][CH:27]=[CH:28][CH:29]=2)=[N:22][CH:23]=1)=[O:17]. The catalyst class is: 12. (5) Reactant: [CH3:1][C:2]1[NH:6][CH:5]=[C:4]([CH2:7][CH2:8][C:9]([OH:11])=O)[CH:3]=1.[CH2:12]([N:14](CC)[CH2:15]C)C.ClC(OCC)=O.CNC. Product: [CH3:12][N:14]([CH3:15])[C:9](=[O:11])[CH2:8][CH2:7][C:4]1[CH:3]=[C:2]([CH3:1])[NH:6][CH:5]=1. The catalyst class is: 20.